Dataset: Full USPTO retrosynthesis dataset with 1.9M reactions from patents (1976-2016). Task: Predict the reactants needed to synthesize the given product. Given the product [C:1]([NH:14][C@H:15]([CH2:45][O:46][CH2:47][CH2:48][CH2:49][CH2:50][CH2:51][CH2:52][CH2:53][CH2:54][CH2:55][CH2:56][CH2:57][CH2:58][CH2:59][CH2:60][CH2:61][CH3:62])[CH2:16][S:17][CH2:18][C@@H:19]([C:38]([OH:40])=[O:39])[NH:20][C:21](=[O:37])[O:22][CH2:23][CH:24]1[C:25]2[CH:26]=[CH:27][CH:28]=[CH:29][C:30]=2[C:31]2[C:36]1=[CH:35][CH:34]=[CH:33][CH:32]=2)(=[O:13])[CH2:2][CH2:3][CH2:4][CH2:5][CH2:6][CH2:7][CH2:8][CH2:9][CH2:10][CH2:11][CH3:12], predict the reactants needed to synthesize it. The reactants are: [C:1]([NH:14][C@H:15]([CH2:45][O:46][CH2:47][CH2:48][CH2:49][CH2:50][CH2:51][CH2:52][CH2:53][CH2:54][CH2:55][CH2:56][CH2:57][CH2:58][CH2:59][CH2:60][CH2:61][CH3:62])[CH2:16][S:17][CH2:18][C@@H:19]([C:38]([O:40]C(C)(C)C)=[O:39])[NH:20][C:21](=[O:37])[O:22][CH2:23][CH:24]1[C:36]2[CH:35]=[CH:34][CH:33]=[CH:32][C:31]=2[C:30]2[C:25]1=[CH:26][CH:27]=[CH:28][CH:29]=2)(=[O:13])[CH2:2][CH2:3][CH2:4][CH2:5][CH2:6][CH2:7][CH2:8][CH2:9][CH2:10][CH2:11][CH3:12].